This data is from Forward reaction prediction with 1.9M reactions from USPTO patents (1976-2016). The task is: Predict the product of the given reaction. Given the reactants [F:1][C:2]1([F:31])[CH2:4][CH:3]1[CH2:5][O:6][C:7]1[CH:12]=[CH:11][C:10]([S:13]([CH2:16][CH3:17])(=[O:15])=[O:14])=[CH:9][C:8]=1[C:18]1[C:19]2[CH:28]=[C:27]([CH:29]=O)[NH:26][C:20]=2[C:21](=[O:25])[N:22]([CH3:24])[CH:23]=1.[N:32]1[CH:37]=[CH:36][C:35]([N:38]2[CH2:43][CH2:42][NH:41][CH2:40][CH2:39]2)=[CH:34][CH:33]=1, predict the reaction product. The product is: [F:1][C:2]1([F:31])[CH2:4][CH:3]1[CH2:5][O:6][C:7]1[CH:12]=[CH:11][C:10]([S:13]([CH2:16][CH3:17])(=[O:14])=[O:15])=[CH:9][C:8]=1[C:18]1[C:19]2[CH:28]=[C:27]([CH2:29][N:41]3[CH2:42][CH2:43][N:38]([C:35]4[CH:36]=[CH:37][N:32]=[CH:33][CH:34]=4)[CH2:39][CH2:40]3)[NH:26][C:20]=2[C:21](=[O:25])[N:22]([CH3:24])[CH:23]=1.